This data is from Forward reaction prediction with 1.9M reactions from USPTO patents (1976-2016). The task is: Predict the product of the given reaction. (1) Given the reactants P(Br)(Br)[Br:2].[F:5][C:6]([F:24])([F:23])[O:7][C:8]1[CH:9]=[C:10]([CH:20]=[CH:21][CH:22]=1)[O:11][C:12]1[CH:17]=[CH:16][CH:15]=[CH:14][C:13]=1[CH2:18]O, predict the reaction product. The product is: [F:5][C:6]([F:24])([F:23])[O:7][C:8]1[CH:9]=[C:10]([CH:20]=[CH:21][CH:22]=1)[O:11][C:12]1[CH:17]=[CH:16][CH:15]=[CH:14][C:13]=1[CH2:18][Br:2]. (2) Given the reactants [BrH:1].[C:2]([CH2:4][C:5]1[CH:12]=[C:11]([N+:13]([O-:15])=[O:14])[CH:10]=[CH:9][C:6]=1[C:7]#[N:8])#[N:3].[C:16]([OH:19])(=O)[CH3:17], predict the reaction product. The product is: [Br:1][C:7]1[C:6]2[C:5](=[CH:12][C:11]([N+:13]([O-:15])=[O:14])=[CH:10][CH:9]=2)[CH:4]=[C:2]([NH:3][C:16](=[O:19])[CH3:17])[N:8]=1. (3) Given the reactants [Br:1][C:2]1[C:3](Cl)=[N:4][C:5]([Cl:8])=[N:6][CH:7]=1.[NH3:10], predict the reaction product. The product is: [Br:1][C:2]1[C:3]([NH2:10])=[N:4][C:5]([Cl:8])=[N:6][CH:7]=1. (4) Given the reactants [CH2:1]([N:8]1[CH2:13][CH:12]([C:14]2[CH:19]=[CH:18][C:17](Br)=[CH:16][CH:15]=2)[O:11][CH2:10][CH2:9]1)[C:2]1[CH:7]=[CH:6][CH:5]=[CH:4][CH:3]=1.[OH-:21].[K+], predict the reaction product. The product is: [CH2:1]([N:8]1[CH2:9][CH2:10][O:11][CH:12]([C:14]2[CH:19]=[CH:18][C:17]([OH:21])=[CH:16][CH:15]=2)[CH2:13]1)[C:2]1[CH:7]=[CH:6][CH:5]=[CH:4][CH:3]=1.